Task: Predict the reaction yield, written as a fraction of the theoretical maximum amount of product (1.0 means a 100% yield; for example, 0.34 means a 34% yield).. Dataset: Reaction yield outcomes from USPTO patents with 853,638 reactions The reactants are [Cl:1][C:2]1[CH:10]=[CH:9][C:8]([NH:11][C:12]([CH:14]2[CH2:16][CH2:15]2)=[O:13])=[C:7]2[C:3]=1[CH2:4][N:5]([CH:18]([C:23]1[CH:28]=[CH:27][C:26]([O:29][CH:30]([F:32])[F:31])=[C:25]([O:33][CH2:34][CH3:35])[CH:24]=1)[CH2:19][C:20]([OH:22])=O)[C:6]2=[O:17].C1N=C[N:38](C(N2C=NC=C2)=O)C=1.[NH4+].[OH-]. The catalyst is C1COCC1. The product is [C:20]([CH2:19][CH:18]([N:5]1[C:6](=[O:17])[C:7]2[C:3](=[C:2]([Cl:1])[CH:10]=[CH:9][C:8]=2[NH:11][C:12]([CH:14]2[CH2:15][CH2:16]2)=[O:13])[CH2:4]1)[C:23]1[CH:28]=[CH:27][C:26]([O:29][CH:30]([F:31])[F:32])=[C:25]([O:33][CH2:34][CH3:35])[CH:24]=1)(=[O:22])[NH2:38]. The yield is 0.200.